This data is from NCI-60 drug combinations with 297,098 pairs across 59 cell lines. The task is: Regression. Given two drug SMILES strings and cell line genomic features, predict the synergy score measuring deviation from expected non-interaction effect. (1) Synergy scores: CSS=41.0, Synergy_ZIP=-12.0, Synergy_Bliss=-0.753, Synergy_Loewe=1.56, Synergy_HSA=3.76. Cell line: IGROV1. Drug 1: C1=CC(=CC=C1CCC2=CNC3=C2C(=O)NC(=N3)N)C(=O)NC(CCC(=O)O)C(=O)O. Drug 2: CCC1=C2CN3C(=CC4=C(C3=O)COC(=O)C4(CC)O)C2=NC5=C1C=C(C=C5)O. (2) Drug 1: C1CC(=O)NC(=O)C1N2C(=O)C3=CC=CC=C3C2=O. Drug 2: COC1=C2C(=CC3=C1OC=C3)C=CC(=O)O2. Cell line: SF-295. Synergy scores: CSS=1.50, Synergy_ZIP=-0.319, Synergy_Bliss=0.714, Synergy_Loewe=1.11, Synergy_HSA=-0.0615. (3) Drug 1: C1=NC2=C(N1)C(=S)N=C(N2)N. Drug 2: C1C(C(OC1N2C=C(C(=O)NC2=O)F)CO)O. Cell line: M14. Synergy scores: CSS=34.4, Synergy_ZIP=-16.1, Synergy_Bliss=-11.2, Synergy_Loewe=-9.37, Synergy_HSA=-6.77.